This data is from Forward reaction prediction with 1.9M reactions from USPTO patents (1976-2016). The task is: Predict the product of the given reaction. (1) Given the reactants [H-].[Na+].[CH3:3][N:4]([S:12]([C:15]1[CH:20]=[CH:19][C:18]([O:21][CH3:22])=[CH:17][CH:16]=1)(=[O:14])=[O:13])[CH2:5][C:6]1[CH:7]=[N:8][CH:9]=[CH:10][CH:11]=1.ClC1[C:29]([C:30]([O:32][CH2:33][CH3:34])=[O:31])=[CH:28][N:27]=[C:26]2[S:35][N:36]=[C:37]([CH3:38])[C:25]=12, predict the reaction product. The product is: [CH3:22][O:21][C:18]1[CH:17]=[CH:16][C:15]([S:12]([N:4]([CH2:5][C:6]2[CH:7]=[N:8][CH:9]=[CH:10][CH:11]=2)[C:3]2[C:29]([C:30]([O:32][CH2:33][CH3:34])=[O:31])=[CH:28][N:27]=[C:26]3[S:35][N:36]=[C:37]([CH3:38])[C:25]=23)(=[O:14])=[O:13])=[CH:20][CH:19]=1. (2) The product is: [CH2:27]([O:26][C:24]([N:3]1[CH2:4][CH:5]2[CH:8]([C:9]3[CH:14]=[CH:13][CH:12]=[C:11]([OH:15])[CH:10]=3)[CH:1]([CH2:7][CH2:6]2)[CH2:2]1)=[O:25])[C:28]1[CH:33]=[CH:32][CH:31]=[CH:30][CH:29]=1. Given the reactants [CH:1]12[CH:8]([C:9]3[CH:10]=[C:11]([OH:15])[CH:12]=[CH:13][CH:14]=3)[CH:5]([CH2:6][CH2:7]1)[CH2:4][NH:3][CH2:2]2.Cl.C([O-])([O-])=O.[Na+].[Na+].Cl[C:24]([O:26][CH2:27][C:28]1[CH:33]=[CH:32][CH:31]=[CH:30][CH:29]=1)=[O:25], predict the reaction product. (3) The product is: [S:14]([CH2:22][CH2:21][C:25]([OH:24])=[O:19])([CH2:2][CH2:3][C:4]([OH:6])=[O:5])(=[O:16])=[O:13]. Given the reactants S([CH2:2][CH2:3][C:4]([OH:6])=[O:5])[CH2:2][CH2:3][C:4]([OH:6])=[O:5].O[O:13][S:14]([O-:16])=O.[K+].C[OH:19].Cl.[CH2:21]1[CH2:25][O:24]C[CH2:22]1, predict the reaction product. (4) Given the reactants [Br:1][C:2]1[CH:7]=[CH:6][C:5]([C@@H:8]([NH2:10])[CH3:9])=[CH:4][CH:3]=1.[C:11](O[C:11]([O:13][C:14]([CH3:17])([CH3:16])[CH3:15])=[O:12])([O:13][C:14]([CH3:17])([CH3:16])[CH3:15])=[O:12], predict the reaction product. The product is: [Br:1][C:2]1[CH:7]=[CH:6][C:5]([C@@H:8]([NH:10][C:11](=[O:12])[O:13][C:14]([CH3:17])([CH3:16])[CH3:15])[CH3:9])=[CH:4][CH:3]=1.